This data is from HIV replication inhibition screening data with 41,000+ compounds from the AIDS Antiviral Screen. The task is: Binary Classification. Given a drug SMILES string, predict its activity (active/inactive) in a high-throughput screening assay against a specified biological target. (1) The drug is O=C(Nn1c(-c2ccccc2)nc2ccccc2c1=O)c1ccc(O)cc1. The result is 0 (inactive). (2) The molecule is COc1ccc2c(c1)C(C(=O)O)CC(=O)N2C. The result is 0 (inactive).